This data is from Full USPTO retrosynthesis dataset with 1.9M reactions from patents (1976-2016). The task is: Predict the reactants needed to synthesize the given product. (1) The reactants are: [H-].[Na+].[CH3:3][O:4][C:5]1[CH:10]=[CH:9][C:8]([SH:11])=[CH:7][CH:6]=1.Cl[C:13]1[CH:18]=[CH:17][C:16]([N+:19]([O-:21])=[O:20])=[CH:15][CH:14]=1. Given the product [CH3:3][O:4][C:5]1[CH:10]=[CH:9][C:8]([S:11][C:13]2[CH:18]=[CH:17][C:16]([N+:19]([O-:21])=[O:20])=[CH:15][CH:14]=2)=[CH:7][CH:6]=1, predict the reactants needed to synthesize it. (2) Given the product [CH3:7][N:8]1[CH2:13][CH2:12][N:11]([CH:3]([C:22]2[C:23]3[C:18](=[CH:17][CH:16]=[CH:15][CH:14]=3)[CH:19]=[CH:20][CH:21]=2)[C:2]([OH:6])=[O:5])[CH2:10][CH2:9]1, predict the reactants needed to synthesize it. The reactants are: O.[C:2]([OH:6])(=[O:5])[CH:3]=O.[CH3:7][N:8]1[CH2:13][CH2:12][NH:11][CH2:10][CH2:9]1.[C:14]1(B(O)O)[C:23]2[C:18](=[CH:19][CH:20]=[CH:21][CH:22]=2)[CH:17]=[CH:16][CH:15]=1. (3) Given the product [Cl:1][C:2]1[CH:10]=[CH:9][C:5](/[C:6](=[CH:16]/[CH2:15][CH:12]2[CH2:14][CH2:13]2)/[C:7]#[N:8])=[C:4]([F:11])[CH:3]=1, predict the reactants needed to synthesize it. The reactants are: [Cl:1][C:2]1[CH:10]=[CH:9][C:5]([CH2:6][C:7]#[N:8])=[C:4]([F:11])[CH:3]=1.[CH:12]1([CH2:15][CH:16]=O)[CH2:14][CH2:13]1.[OH-].[Na+]. (4) The reactants are: [C:1]([O:5][C:6]([N:8]1[CH2:13][CH2:12][N:11]([C:14]2[N:22]=[C:21]([Cl:23])[N:20]=[C:19]3[C:15]=2[N:16]=[CH:17][N:18]3[CH3:24])[CH2:10][CH2:9]1)=[O:7])([CH3:4])([CH3:3])[CH3:2].[Cl:25]N1C(=O)CCC1=O.O. Given the product [C:1]([O:5][C:6]([N:8]1[CH2:9][CH2:10][N:11]([C:14]2[N:22]=[C:21]([Cl:23])[N:20]=[C:19]3[C:15]=2[N:16]=[C:17]([Cl:25])[N:18]3[CH3:24])[CH2:12][CH2:13]1)=[O:7])([CH3:4])([CH3:3])[CH3:2], predict the reactants needed to synthesize it. (5) Given the product [C:1]1([C:7](=[CH2:10])[CH2:8][O:9][S:19]([CH3:18])(=[O:21])=[O:20])[CH:6]=[CH:5][CH:4]=[CH:3][CH:2]=1, predict the reactants needed to synthesize it. The reactants are: [C:1]1([C:7](=[CH2:10])[CH2:8][OH:9])[CH:6]=[CH:5][CH:4]=[CH:3][CH:2]=1.C(N(CC)CC)C.[CH3:18][S:19](Cl)(=[O:21])=[O:20]. (6) Given the product [Br:12][C:13]1[CH:14]=[C:15]2[C:20](=[CH:21][CH:22]=1)[CH:18]([C:5]1[CH:6]=[CH:7][C:2]([F:1])=[CH:3][CH:4]=1)[O:17][CH2:16]2, predict the reactants needed to synthesize it. The reactants are: [F:1][C:2]1[CH:7]=[CH:6][C:5](Br)=[CH:4][CH:3]=1.[Mg].II.[Br:12][C:13]1[CH:14]=[C:15]2[C:20](=[CH:21][CH:22]=1)[C:18](=O)[O:17][CH2:16]2.[BH4-].[Na+]. (7) Given the product [CH:1]1([CH2:7][C@H:8]([N:12]2[CH2:16][C:15]([O:17][C:18]3[CH:23]=[CH:22][CH:21]=[C:20]([CH3:24])[C:19]=3[CH3:25])=[CH:14][C:13]2=[O:26])[C:9]([NH:67][C:64]2[CH:65]=[CH:66][N:62]([CH2:61][C:60]([OH:59])([CH3:90])[CH3:28])[N:63]=2)=[O:10])[CH2:6][CH2:5][CH2:4][CH2:3][CH2:2]1, predict the reactants needed to synthesize it. The reactants are: [CH:1]1([CH2:7][C@H:8]([N:12]2[CH2:16][C:15]([O:17][C:18]3[CH:23]=[CH:22][CH:21]=[C:20]([CH3:24])[C:19]=3[CH3:25])=[CH:14][C:13]2=[O:26])[C:9](O)=[O:10])[CH2:6][CH2:5][CH2:4][CH2:3][CH2:2]1.Cl.[CH3:28]N(C)CCCN=C=NCC.C(N(CC)C(C)C)(C)C.ON1C2C=CC=CC=2N=N1.Cl.[OH:59][C@@H:60]([CH2:90]O)[CH2:61][N:62]1[CH:66]=[CH:65][C:64]([NH:67]C(=O)[C@@H](N2CC(OC3C=CC=C(Cl)C=3Cl)=CC2=O)CC(C)C)=[N:63]1.